Dataset: Reaction yield outcomes from USPTO patents with 853,638 reactions. Task: Predict the reaction yield, written as a fraction of the theoretical maximum amount of product (1.0 means a 100% yield; for example, 0.34 means a 34% yield). The reactants are Br[C:2]1[C:10]2[S:9][C:8]([NH:11][C:12]([NH:14][CH2:15][CH3:16])=[O:13])=[N:7][C:6]=2[CH:5]=[C:4]([C:17]2[CH:18]=[N:19][CH:20]=[C:21]([O:23][CH3:24])[CH:22]=2)[CH:3]=1.[Br-].[N:26]1[CH:31]=[CH:30][CH:29]=[CH:28][C:27]=1[Zn+]. The catalyst is O1CCCC1.Cl[Pd](Cl)([P](C1C=CC=CC=1)(C1C=CC=CC=1)C1C=CC=CC=1)[P](C1C=CC=CC=1)(C1C=CC=CC=1)C1C=CC=CC=1. The product is [CH2:15]([NH:14][C:12]([NH:11][C:8]1[S:9][C:10]2[C:2]([C:27]3[CH:28]=[CH:29][CH:30]=[CH:31][N:26]=3)=[CH:3][C:4]([C:17]3[CH:18]=[N:19][CH:20]=[C:21]([O:23][CH3:24])[CH:22]=3)=[CH:5][C:6]=2[N:7]=1)=[O:13])[CH3:16]. The yield is 0.270.